From a dataset of Full USPTO retrosynthesis dataset with 1.9M reactions from patents (1976-2016). Predict the reactants needed to synthesize the given product. (1) Given the product [Cl:20][C:14]1[CH:15]=[C:16]([Cl:19])[CH:17]=[CH:18][C:13]=1[CH:11]([OH:12])[C:9]1[N:8]([CH2:21][CH2:22][OH:23])[C:7]2[C:2]([N:1]([CH2:24][CH3:25])[CH2:27][CH3:28])=[CH:3][CH:4]=[CH:5][C:6]=2[N:10]=1, predict the reactants needed to synthesize it. The reactants are: [NH2:1][C:2]1[C:7]2[N:8]([CH2:21][CH2:22][OH:23])[C:9]([CH:11]([C:13]3[CH:18]=[CH:17][C:16]([Cl:19])=[CH:15][C:14]=3[Cl:20])[OH:12])=[N:10][C:6]=2[CH:5]=[CH:4][CH:3]=1.[CH:24](=O)[CH3:25].[C:27](O[BH-](OC(=O)C)OC(=O)C)(=O)[CH3:28].[Na+]. (2) The reactants are: [CH:1]([C:3]1[CH:28]=[CH:27][C:6]([C:7]([NH:9][C:10]2[CH:15]=[CH:14][CH:13]=[CH:12][C:11]=2/[CH:16]=[CH:17]/[C:18]2[C:26]3[C:21](=[CH:22][CH:23]=[CH:24][CH:25]=3)[NH:20][N:19]=2)=[O:8])=[CH:5][CH:4]=1)=[O:2].[BH4-].[Na+].O. Given the product [OH:2][CH2:1][C:3]1[CH:4]=[CH:5][C:6]([C:7]([NH:9][C:10]2[CH:15]=[CH:14][CH:13]=[CH:12][C:11]=2/[CH:16]=[CH:17]/[C:18]2[C:26]3[C:21](=[CH:22][CH:23]=[CH:24][CH:25]=3)[NH:20][N:19]=2)=[O:8])=[CH:27][CH:28]=1, predict the reactants needed to synthesize it.